The task is: Predict the product of the given reaction.. This data is from Forward reaction prediction with 1.9M reactions from USPTO patents (1976-2016). (1) Given the reactants [O:1]1[CH2:5][CH2:4][O:3][CH:2]1[C:6]1[CH:11]=[C:10]([O:12][CH3:13])[CH:9]=[CH:8][C:7]=1[C@H:14]([C:30]1[CH:39]=[CH:38][C:37]2[C:32](=[CH:33][CH:34]=[CH:35][CH:36]=2)[CH:31]=1)[CH2:15]C(N1[C@H](C2C=CC=CC=2)COC1=O)=O.[OH:40]O.[OH-].[Li+].S([O-])([O-])=O.[Na+].[Na+].C1[CH2:54][O:53]CC1, predict the reaction product. The product is: [O:3]1[CH2:4][CH2:5][O:1][CH:2]1[C:6]1[CH:11]=[C:10]([O:12][CH3:13])[CH:9]=[CH:8][C:7]=1[C@H:14]([C:30]1[CH:39]=[CH:38][C:37]2[C:32](=[CH:33][CH:34]=[CH:35][CH:36]=2)[CH:31]=1)[CH2:15][C:54]([OH:53])=[O:40]. (2) Given the reactants [ClH:1].[CH3:2][O:3][C:4]1[C:34]([O:35][CH3:36])=[CH:33][C:7]2[CH2:8][CH2:9][N:10]([C:13](=[O:32])[CH2:14][CH2:15][NH:16][CH2:17][CH:18]3[CH2:25][C:24]4[C:19]3=[CH:20][CH:21]=[C:22]([O:26][CH2:27][C:28]([NH:30][CH3:31])=[O:29])[CH:23]=4)[CH2:11][CH2:12][C:6]=2[CH:5]=1.C=O.[C:39]([BH3-])#N.[Na+], predict the reaction product. The product is: [ClH:1].[CH3:36][O:35][C:34]1[C:4]([O:3][CH3:2])=[CH:5][C:6]2[CH2:12][CH2:11][N:10]([C:13](=[O:32])[CH2:14][CH2:15][N:16]([CH2:17][CH:18]3[CH2:25][C:24]4[C:19]3=[CH:20][CH:21]=[C:22]([O:26][CH2:27][C:28]([NH:30][CH3:31])=[O:29])[CH:23]=4)[CH3:39])[CH2:9][CH2:8][C:7]=2[CH:33]=1. (3) Given the reactants [CH3:1][O:2][C:3]1[CH:15]=[C:14]([O:16][CH3:17])[CH:13]=[CH:12][C:4]=1[CH2:5][NH:6][C:7]1[S:11][N:10]=[CH:9][N:8]=1.C[Si](C)(C)N[Si](C)(C)C.[Li].[Br:28][C:29]1[CH:34]=[CH:33][C:32]([S:35](Cl)(=[O:37])=[O:36])=[CH:31][C:30]=1[C:39]#[N:40], predict the reaction product. The product is: [Br:28][C:29]1[CH:34]=[CH:33][C:32]([S:35]([N:6]([CH2:5][C:4]2[CH:12]=[CH:13][C:14]([O:16][CH3:17])=[CH:15][C:3]=2[O:2][CH3:1])[C:7]2[S:11][N:10]=[CH:9][N:8]=2)(=[O:36])=[O:37])=[CH:31][C:30]=1[C:39]#[N:40]. (4) Given the reactants C(Cl)(=O)C(Cl)=O.[F:7][C:8]1[CH:13]=[CH:12][C:11]([N:14]2[C:18]([C:19]3[CH:29]=[CH:28][C:22]4[O:23][CH2:24][C:25](=[O:27])[NH:26][C:21]=4[CH:20]=3)=[CH:17][C:16]([C:30]([NH2:32])=O)=[N:15]2)=[CH:10][CH:9]=1, predict the reaction product. The product is: [F:7][C:8]1[CH:13]=[CH:12][C:11]([N:14]2[C:18]([C:19]3[CH:29]=[CH:28][C:22]4[O:23][CH2:24][C:25](=[O:27])[NH:26][C:21]=4[CH:20]=3)=[CH:17][C:16]([C:30]#[N:32])=[N:15]2)=[CH:10][CH:9]=1. (5) Given the reactants [Mg].C(Br)CBr.Br[C:7]1[CH:12]=[CH:11][C:10]([O:13][CH3:14])=[CH:9][CH:8]=1.[C:15]([O:19][C@@H:20]1[C@:28]2([CH3:29])[C@H:23]([CH2:24][C:25](=[O:30])[CH2:26][CH2:27]2)[CH2:22][CH2:21]1)([CH3:18])([CH3:17])[CH3:16].[Cl-].[NH4+], predict the reaction product. The product is: [CH3:14][O:13][C:10]1[CH:11]=[CH:12][C:7]([C@:25]2([OH:30])[CH2:24][C@H:23]3[C@@:28]([CH3:29])([C@@H:20]([O:19][C:15]([CH3:17])([CH3:16])[CH3:18])[CH2:21][CH2:22]3)[CH2:27][CH2:26]2)=[CH:8][CH:9]=1.[CH3:14][O:13][C:10]1[CH:11]=[CH:12][C:7]([C@@:25]2([OH:30])[CH2:24][C@H:23]3[C@@:28]([CH3:29])([C@@H:20]([O:19][C:15]([CH3:17])([CH3:16])[CH3:18])[CH2:21][CH2:22]3)[CH2:27][CH2:26]2)=[CH:8][CH:9]=1.